Dataset: Forward reaction prediction with 1.9M reactions from USPTO patents (1976-2016). Task: Predict the product of the given reaction. (1) Given the reactants Cl[CH2:2][CH2:3][O:4][C:5]1[CH:10]=[CH:9][C:8](/[C:11](/[C:25]2[CH:30]=[CH:29][C:28]([OH:31])=[CH:27][CH:26]=2)=[C:12](/[C:15]2[CH:24]=[CH:23][C:18]3[N:19]([CH3:22])[CH:20]=[N:21][C:17]=3[CH:16]=2)\[CH2:13][CH3:14])=[CH:7][CH:6]=1.[CH3:32][NH2:33], predict the reaction product. The product is: [CH3:22][N:19]1[C:18]2[CH:23]=[CH:24][C:15](/[C:12](/[CH2:13][CH3:14])=[C:11](\[C:25]3[CH:30]=[CH:29][C:28]([OH:31])=[CH:27][CH:26]=3)/[C:8]3[CH:9]=[CH:10][C:5]([O:4][CH2:3][CH2:2][NH:33][CH3:32])=[CH:6][CH:7]=3)=[CH:16][C:17]=2[N:21]=[CH:20]1. (2) Given the reactants C(O[C:4]([C:6]1[C:7]2[S:14][CH:13]=[C:12]([CH2:15][O:16][C:17]3[CH:22]=[CH:21][CH:20]=[C:19]([NH:23][C:24](=[O:33])[C:25]4[CH:30]=[CH:29][C:28]([O:31][CH3:32])=[CH:27][CH:26]=4)[CH:18]=3)[C:8]=2[CH:9]=[N:10][CH:11]=1)=[O:5])C.[CH2:34]([CH2:36][NH2:37])[OH:35], predict the reaction product. The product is: [OH:35][CH2:34][CH2:36][NH:37][C:4]([C:6]1[C:7]2[S:14][CH:13]=[C:12]([CH2:15][O:16][C:17]3[CH:22]=[CH:21][CH:20]=[C:19]([NH:23][C:24](=[O:33])[C:25]4[CH:26]=[CH:27][C:28]([O:31][CH3:32])=[CH:29][CH:30]=4)[CH:18]=3)[C:8]=2[CH:9]=[N:10][CH:11]=1)=[O:5]. (3) Given the reactants [F:1][C:2]1[CH:3]=[C:4]([CH:8]=[CH:9][C:10]=1[N:11]1[CH2:16][CH2:15][CH:14]([CH3:17])[CH2:13][CH2:12]1)[C:5]([OH:7])=O.[NH2:18][C:19]1[CH:24]=[CH:23][C:22]([N:25]2[CH2:29][CH2:28][CH:27]([N:30]([CH3:32])[CH3:31])[CH2:26]2)=[CH:21][CH:20]=1, predict the reaction product. The product is: [CH3:31][N:30]([CH3:32])[CH:27]1[CH2:28][CH2:29][N:25]([C:22]2[CH:23]=[CH:24][C:19]([NH:18][C:5](=[O:7])[C:4]3[CH:8]=[CH:9][C:10]([N:11]4[CH2:16][CH2:15][CH:14]([CH3:17])[CH2:13][CH2:12]4)=[C:2]([F:1])[CH:3]=3)=[CH:20][CH:21]=2)[CH2:26]1. (4) Given the reactants O=[C:2]1[NH:7][C:6]2[CH:8]=[C:9]([CH:12]=[O:13])[CH:10]=[CH:11][C:5]=2[O:4][CH2:3]1.[H-].[Al+3].[Li+].[H-].[H-].[H-].O.[OH-].[Na+], predict the reaction product. The product is: [O:4]1[C:5]2[CH:11]=[CH:10][C:9]([CH2:12][OH:13])=[CH:8][C:6]=2[NH:7][CH2:2][CH2:3]1. (5) Given the reactants [Br:1][C:2]1[CH:3]=[CH:4][C:5]2[C:6]3[N:14]([N:15]=[C:16]([CH3:18])[CH3:17])[C:13]([CH2:19][CH2:20][CH3:21])=[N:12][C:7]=3[CH:8]=[N:9][C:10]=2[CH:11]=1.[BH4-].[Na+], predict the reaction product. The product is: [Br:1][C:2]1[CH:3]=[CH:4][C:5]2[C:6]3[N:14]([NH:15][CH:16]([CH3:17])[CH3:18])[C:13]([CH2:19][CH2:20][CH3:21])=[N:12][C:7]=3[CH:8]=[N:9][C:10]=2[CH:11]=1. (6) Given the reactants O=C1C2C(=CC=CC=2)C(=O)[N:3]1[CH2:12][CH2:13][CH2:14][CH2:15][C:16]1[CH:17]=[CH:18][C:19]([CH2:22][CH2:23][CH2:24][N:25]2C(=O)C3C(=CC=CC=3)C2=O)=[N:20][CH:21]=1.NN, predict the reaction product. The product is: [NH2:25][CH2:24][CH2:23][CH2:22][C:19]1[N:20]=[CH:21][C:16]([CH2:15][CH2:14][CH2:13][CH2:12][NH2:3])=[CH:17][CH:18]=1. (7) Given the reactants C(OC([N:8]1[CH2:12][C@@H:11]([CH2:13][N:14]([CH:31]([CH3:33])[CH3:32])[C:15](=[O:30])[C:16]2[CH:21]=[CH:20][C:19]([O:22][CH3:23])=[C:18]([O:24][CH2:25][CH2:26][CH2:27][O:28][CH3:29])[CH:17]=2)[C@H:10]([NH2:34])[CH2:9]1)=O)(C)(C)C.[CH:35]([O:38][C:39]1[CH:44]=[CH:43][C:42]([S:45](Cl)(=[O:47])=[O:46])=[CH:41][CH:40]=1)([CH3:37])[CH3:36].CC#N.O.CC#N, predict the reaction product. The product is: [CH:35]([O:38][C:39]1[CH:44]=[CH:43][C:42]([S:45]([NH:34][C@@H:10]2[CH2:9][NH:8][CH2:12][C@H:11]2[CH2:13][N:14]([CH:31]([CH3:32])[CH3:33])[C:15](=[O:30])[C:16]2[CH:21]=[CH:20][C:19]([O:22][CH3:23])=[C:18]([O:24][CH2:25][CH2:26][CH2:27][O:28][CH3:29])[CH:17]=2)(=[O:47])=[O:46])=[CH:41][CH:40]=1)([CH3:37])[CH3:36]. (8) Given the reactants [CH:1]1(/[CH:4]=[N:5]/[S:6]([C:8]([CH3:11])([CH3:10])[CH3:9])=[O:7])[CH2:3][CH2:2]1.C[N+](C)(C)C.[F-].[Si]([C:22]([F:25])([F:24])[F:23])(C)(C)C.[NH4+].[Cl-], predict the reaction product. The product is: [CH:1]1([C@@H:4]([NH:5][S:6]([C:8]([CH3:11])([CH3:10])[CH3:9])=[O:7])[C:22]([F:25])([F:24])[F:23])[CH2:2][CH2:3]1. (9) Given the reactants COC1C=CC(C2SC3C=CC(OC)=CC=3C=2)=C(N)C=1.BrC1C=CC(OCCN2CCCCC2)=C(F)C=1.[F:38][C:39]1[CH:40]=[C:41]([NH:54][C:55]2[CH:60]=[C:59]([O:61]C)[CH:58]=[CH:57][C:56]=2[C:63]2[S:67][C:66]3[CH:68]=[CH:69][C:70]([O:72]C)=[CH:71][C:65]=3[CH:64]=2)[CH:42]=[CH:43][C:44]=1[O:45][CH2:46][CH2:47][N:48]1[CH2:53][CH2:52][CH2:51][CH2:50][CH2:49]1, predict the reaction product. The product is: [F:38][C:39]1[CH:40]=[C:41]([NH:54][C:55]2[CH:60]=[C:59]([OH:61])[CH:58]=[CH:57][C:56]=2[C:63]2[S:67][C:66]3[CH:68]=[CH:69][C:70]([OH:72])=[CH:71][C:65]=3[CH:64]=2)[CH:42]=[CH:43][C:44]=1[O:45][CH2:46][CH2:47][N:48]1[CH2:53][CH2:52][CH2:51][CH2:50][CH2:49]1. (10) Given the reactants F[C:2]1[CH:7]=[CH:6][C:5]([C:8](=[O:10])[CH3:9])=[CH:4][C:3]=1[C:11]([F:14])([F:13])[F:12].[NH:15]1[CH2:20][CH2:19][O:18][CH2:17][CH2:16]1, predict the reaction product. The product is: [O:18]1[CH2:19][CH2:20][N:15]([C:2]2[CH:7]=[CH:6][C:5]([C:8](=[O:10])[CH3:9])=[CH:4][C:3]=2[C:11]([F:14])([F:13])[F:12])[CH2:16][CH2:17]1.